This data is from Forward reaction prediction with 1.9M reactions from USPTO patents (1976-2016). The task is: Predict the product of the given reaction. (1) Given the reactants [CH2:1]([O:8][C:9]1[C:10]([O:24][CH3:25])=[CH:11][C:12]([C:18]2[N:22]=[C:21]([CH3:23])[O:20][N:19]=2)=[C:13]([CH:17]=1)[C:14](Cl)=[O:15])[C:2]1[CH:7]=[CH:6][CH:5]=[CH:4][CH:3]=1.[Br-].[CH2:27]([Zn+])[C:28]1[CH:33]=[CH:32][CH:31]=[CH:30][CH:29]=1.Cl, predict the reaction product. The product is: [CH2:1]([O:8][C:9]1[C:10]([O:24][CH3:25])=[CH:11][C:12]([C:18]2[N:22]=[C:21]([CH3:23])[O:20][N:19]=2)=[C:13]([C:14](=[O:15])[CH2:27][C:28]2[CH:33]=[CH:32][CH:31]=[CH:30][CH:29]=2)[CH:17]=1)[C:2]1[CH:7]=[CH:6][CH:5]=[CH:4][CH:3]=1. (2) Given the reactants C(O[C:4](=[O:9])[C:5](Br)([CH3:7])[CH3:6])C.[CH:10]1([NH:18][C:19]([NH2:21])=[S:20])[CH2:17][CH2:16][CH2:15][CH2:14][CH2:13][CH2:12][CH2:11]1, predict the reaction product. The product is: [CH:10]1([NH:18][C:19]2[S:20][C:5]([CH3:6])([CH3:7])[C:4](=[O:9])[N:21]=2)[CH2:17][CH2:16][CH2:15][CH2:14][CH2:13][CH2:12][CH2:11]1. (3) Given the reactants [Br:1][C:2]1[CH:3]=[CH:4][C:5]([CH3:8])=[N:6][CH:7]=1.C1C(=O)N([Br:16])C(=O)C1.CC(N=NC(C#N)(C)C)(C#N)C, predict the reaction product. The product is: [Br:1][C:2]1[CH:3]=[CH:4][C:5]([CH2:8][Br:16])=[N:6][CH:7]=1. (4) Given the reactants Br[C:2]1[N:7]=[CH:6][C:5]([NH:8][C:9]2[CH:10]=[N:11][C:12]([O:16][CH3:17])=[C:13]([F:15])[CH:14]=2)=[CH:4][CH:3]=1.[CH3:18][O:19][C:20](=[O:43])[CH2:21][CH:22]1[CH2:27][CH2:26][CH:25]([C:28]2[CH:33]=[CH:32][C:31](B3OC(C)(C)C(C)(C)O3)=[CH:30][CH:29]=2)[CH2:24][CH2:23]1.C(=O)([O-])[O-].[Na+].[Na+], predict the reaction product. The product is: [CH3:18][O:19][C:20](=[O:43])[CH2:21][CH:22]1[CH2:23][CH2:24][CH:25]([C:28]2[CH:29]=[CH:30][C:31]([C:2]3[CH:3]=[CH:4][C:5]([NH:8][C:9]4[CH:10]=[N:11][C:12]([O:16][CH3:17])=[C:13]([F:15])[CH:14]=4)=[CH:6][N:7]=3)=[CH:32][CH:33]=2)[CH2:26][CH2:27]1. (5) The product is: [C:13]([O:12][C:10]([N:17]1[CH2:22][CH2:21][N:20]([C:2]2[CH:7]=[CH:6][C:5]([CH3:8])=[CH:4][C:3]=2[Cl:9])[CH2:19][CH2:18]1)=[O:11])([CH3:16])([CH3:14])[CH3:15]. Given the reactants Br[C:2]1[CH:7]=[CH:6][C:5]([CH3:8])=[CH:4][C:3]=1[Cl:9].[C:10]([N:17]1[CH2:22][CH2:21][NH:20][CH2:19][CH2:18]1)([O:12][C:13]([CH3:16])([CH3:15])[CH3:14])=[O:11].CC(C)([O-])C.[Na+].C1(C)C=CC=CC=1, predict the reaction product. (6) Given the reactants [OH:1][C:2]1[CH:7]=[C:6]([CH3:8])[C:5]([C:9]2[C:10](=[O:23])[CH:11]([CH2:16][CH:17]3[CH2:22][CH2:21][O:20][CH2:19][CH2:18]3)[CH2:12][C:13]=2[O:14]C)=[C:4]([CH3:24])[CH:3]=1, predict the reaction product. The product is: [OH:1][C:2]1[CH:3]=[C:4]([CH3:24])[C:5]([CH:9]2[C:10](=[O:23])[CH:11]([CH2:16][CH:17]3[CH2:22][CH2:21][O:20][CH2:19][CH2:18]3)[CH2:12][C:13]2=[O:14])=[C:6]([CH3:8])[CH:7]=1. (7) Given the reactants [Cl:1][C:2]1[CH:7]=[CH:6][CH:5]=[CH:4][C:3]=1[C:8]1[N+:9]([O-])=[CH:10][C:11]2[C:16]([CH:17]=1)=[CH:15][N:14]=[C:13]([NH:18][C:19]([CH:21]1[CH2:23][CH2:22]1)=[O:20])[CH:12]=2.P(Cl)(Cl)Cl, predict the reaction product. The product is: [Cl:1][C:2]1[CH:7]=[CH:6][CH:5]=[CH:4][C:3]=1[C:8]1[CH:17]=[C:16]2[C:11]([CH:12]=[C:13]([NH:18][C:19]([CH:21]3[CH2:22][CH2:23]3)=[O:20])[N:14]=[CH:15]2)=[CH:10][N:9]=1. (8) Given the reactants [Cl:1][C:2]1[CH:7]=[CH:6][C:5]([CH:8]2[CH2:13][CH:12]([C:14]([O:16]C)=[O:15])[CH2:11][CH2:10][N:9]2[C:18]([O:20][CH3:21])=[O:19])=[C:4]([F:22])[CH:3]=1.C(#N)C.[Br-].[Li+].CCN(CC)CC, predict the reaction product. The product is: [Cl:1][C:2]1[CH:7]=[CH:6][C:5]([CH:8]2[CH2:13][CH:12]([C:14]([OH:16])=[O:15])[CH2:11][CH2:10][N:9]2[C:18]([O:20][CH3:21])=[O:19])=[C:4]([F:22])[CH:3]=1.